The task is: Predict the reactants needed to synthesize the given product.. This data is from Full USPTO retrosynthesis dataset with 1.9M reactions from patents (1976-2016). (1) Given the product [CH3:1][O:2][C:3](=[O:64])[NH:4][CH:5]([C:9]([N:11]1[CH2:15][CH2:14][CH2:13][CH:12]1[C:16]1[NH:17][C:18]([C:21]2[CH:30]=[CH:29][C:28]3[C:23](=[CH:24][CH:25]=[C:26]([C:31]4[CH:36]=[CH:35][C:34]([C:37]5[NH:38][C:39]([CH:42]6[CH2:46][CH2:45][CH2:44][N:43]6[C:47](=[O:63])[CH:48]([NH:55][C:56]([O:58][CH3:59])=[O:57])[C:49]6[CH:54]=[CH:53][CH:52]=[CH:51][C:50]=6[CH3:65])=[N:40][CH:41]=5)=[CH:33][CH:32]=4)[CH:27]=3)[CH:22]=2)=[CH:19][N:20]=1)=[O:10])[CH:6]([CH3:8])[CH3:7], predict the reactants needed to synthesize it. The reactants are: [CH3:1][O:2][C:3](=[O:64])[NH:4][CH:5]([C:9]([N:11]1[CH2:15][CH2:14][CH2:13][CH:12]1[C:16]1[NH:17][C:18]([C:21]2[CH:30]=[CH:29][C:28]3[C:23](=[CH:24][CH:25]=[C:26]([C:31]4[CH:36]=[CH:35][C:34]([C:37]5[NH:38][C:39]([CH:42]6[CH2:46][CH2:45][CH2:44][N:43]6[C:47](=[O:63])[CH:48]([NH:55][C:56]([O:58][C:59](C)(C)C)=[O:57])[C:49]6[CH:54]=[CH:53][CH:52]=[CH:51][CH:50]=6)=[N:40][CH:41]=5)=[CH:33][CH:32]=4)[CH:27]=3)[CH:22]=2)=[CH:19][N:20]=1)=[O:10])[CH:6]([CH3:8])[CH3:7].[CH3:65]OC(NC(C1C=CC=CC=1C)C(O)=O)=O. (2) Given the product [Br:25][C:26]1[C:34]2[C:29](=[CH:30][CH:31]=[C:32]([C:35]([NH:68][CH:63]3[CH2:62][CH:61]([CH2:60][C:59]4[C:69]([F:73])=[CH:70][CH:71]=[CH:72][C:58]=4[F:57])[CH2:66][N:65]([CH3:67])[CH2:64]3)=[O:36])[CH:33]=2)[N:28]([C:38]([C:45]2[CH:46]=[CH:47][CH:48]=[CH:49][CH:50]=2)([C:51]2[CH:52]=[CH:53][CH:54]=[CH:55][CH:56]=2)[C:39]2[CH:44]=[CH:43][CH:42]=[CH:41][CH:40]=2)[N:27]=1, predict the reactants needed to synthesize it. The reactants are: F[P-](F)(F)(F)(F)F.N1(OC(N(C)C)=[N+](C)C)C2N=CC=CC=2N=N1.[Br:25][C:26]1[C:34]2[C:29](=[CH:30][CH:31]=[C:32]([C:35](O)=[O:36])[CH:33]=2)[N:28]([C:38]([C:51]2[CH:56]=[CH:55][CH:54]=[CH:53][CH:52]=2)([C:45]2[CH:50]=[CH:49][CH:48]=[CH:47][CH:46]=2)[C:39]2[CH:44]=[CH:43][CH:42]=[CH:41][CH:40]=2)[N:27]=1.[F:57][C:58]1[CH:72]=[CH:71][CH:70]=[C:69]([F:73])[C:59]=1[CH2:60][CH:61]1[CH2:66][N:65]([CH3:67])[CH2:64][CH:63]([NH2:68])[CH2:62]1.C(N(C(C)C)CC)(C)C. (3) Given the product [CH3:8][N:9]([CH3:10])[C:42]([C:36]1[C:35]([NH2:34])=[N:40][CH:39]=[C:38]([Br:41])[N:37]=1)=[O:44], predict the reactants needed to synthesize it. The reactants are: F[P-](F)(F)(F)(F)F.[CH3:8][N+:9](C)=[C:10](N(C)C)ON1C2N=CC=CC=2N=N1.C(N(CC)C(C)C)(C)C.[NH2:34][C:35]1[C:36]([C:42]([OH:44])=O)=[N:37][C:38]([Br:41])=[CH:39][N:40]=1.Cl.CNC.CN(C)C=O. (4) The reactants are: [F:1][C:2]([F:18])([F:17])[C:3]([NH:5][C@@H:6]1[C:15]2[C:10](=[CH:11][CH:12]=[CH:13][CH:14]=2)[C:9](=[O:16])[CH2:8][CH2:7]1)=[O:4].C(O)=O. Given the product [F:1][C:2]([F:17])([F:18])[C:3]([NH:5][C@@H:6]1[C:15]2[C:10](=[CH:11][CH:12]=[CH:13][CH:14]=2)[C@H:9]([OH:16])[CH2:8][CH2:7]1)=[O:4], predict the reactants needed to synthesize it. (5) Given the product [CH3:3][N:2]([CH3:1])[CH2:4][C:5]1[CH:10]=[C:9]([C:11]2[O:13][N:24]=[C:23]([C:25]3[CH:30]=[CH:29][CH:28]=[C:27]([S:31]([CH3:34])(=[O:33])=[O:32])[CH:26]=3)[N:22]=2)[CH:8]=[CH:7][C:6]=1[C:14]1[CH:19]=[CH:18][CH:17]=[CH:16][C:15]=1[CH3:20], predict the reactants needed to synthesize it. The reactants are: [CH3:1][N:2]([CH2:4][C:5]1[CH:10]=[C:9]([C:11]([OH:13])=O)[CH:8]=[CH:7][C:6]=1[C:14]1[CH:19]=[CH:18][CH:17]=[CH:16][C:15]=1[CH3:20])[CH3:3].O[N:22]=[C:23]([C:25]1[CH:30]=[CH:29][CH:28]=[C:27]([S:31]([CH3:34])(=[O:33])=[O:32])[CH:26]=1)[NH2:24]. (6) Given the product [CH2:1]([O:8][C:9]1[C:10]2[CH:30]=[CH:29][CH:28]=[CH:27][C:11]=2[C:12]2[C@H:13]([CH2:25][Cl:26])[CH2:14][NH:15][C:16]=2[CH:17]=1)[C:2]1[CH:3]=[CH:4][CH:5]=[CH:6][CH:7]=1, predict the reactants needed to synthesize it. The reactants are: [CH2:1]([O:8][C:9]1[C:10]2[CH:30]=[CH:29][CH:28]=[CH:27][C:11]=2[C:12]2[C@H:13]([CH2:25][Cl:26])[CH2:14][N:15](C(OC(C)(C)C)=O)[C:16]=2[CH:17]=1)[C:2]1[CH:7]=[CH:6][CH:5]=[CH:4][CH:3]=1.ClC[C@H]1C2C3C=CC=CC=3C(O)=CC=2N(C(OC(C)(C)C)=O)C1.Cl.N.